From a dataset of Aqueous solubility values for 9,982 compounds from the AqSolDB database. Regression/Classification. Given a drug SMILES string, predict its absorption, distribution, metabolism, or excretion properties. Task type varies by dataset: regression for continuous measurements (e.g., permeability, clearance, half-life) or binary classification for categorical outcomes (e.g., BBB penetration, CYP inhibition). For this dataset (solubility_aqsoldb), we predict Y. (1) The Y is -8.17 log mol/L. The molecule is CCCCCCCCCCCCCCCCCCCC. (2) The drug is O=C(O)c1cn(C2CC2)c2cc(N3CCNCC3)c(F)cc2c1=O. The Y is -3.60 log mol/L. (3) The drug is CCN(CC)S(=O)(=O)N(CC)CC. The Y is -1.14 log mol/L. (4) The compound is CC1=C(C#N)C(=O)N(C)C(=O)/C1=N/Nc1ccc(Cl)c(Cl)c1. The Y is -6.93 log mol/L.